From a dataset of CYP2D6 inhibition data for predicting drug metabolism from PubChem BioAssay. Regression/Classification. Given a drug SMILES string, predict its absorption, distribution, metabolism, or excretion properties. Task type varies by dataset: regression for continuous measurements (e.g., permeability, clearance, half-life) or binary classification for categorical outcomes (e.g., BBB penetration, CYP inhibition). Dataset: cyp2d6_veith. (1) The drug is O=C(N/N=C/c1c(Nc2cccc(C(F)(F)F)c2)nc2ccccn2c1=O)c1ccccc1. The result is 0 (non-inhibitor). (2) The compound is COCCn1c(=O)c(-c2cn(C)c3ccccc23)nc2cnc(N3CCOCC3)nc21. The result is 0 (non-inhibitor). (3) The molecule is COC(=O)N/N=C\C=C\c1ccc2c(c1)OCO2. The result is 1 (inhibitor). (4) The compound is CC1(C)CCCN(C(=O)N2c3ccccc3Sc3ccccc32)C1. The result is 0 (non-inhibitor). (5) The drug is N[C@@H](CCCCO)C(=O)O. The result is 0 (non-inhibitor). (6) The compound is CN1CCC2(CC1)CCN(S(=O)(=O)c1ccccc1)CC2. The result is 0 (non-inhibitor).